This data is from Full USPTO retrosynthesis dataset with 1.9M reactions from patents (1976-2016). The task is: Predict the reactants needed to synthesize the given product. (1) Given the product [CH3:25][Si:24]([CH3:27])([CH3:26])[CH2:23][CH2:22][O:21][CH2:20][N:4]1[C:5]2[CH:6]=[N:7][N:8]([CH2:12][O:13][CH2:14][CH2:15][Si:16]([CH3:19])([CH3:18])[CH3:17])[C:9](=[O:11])[C:10]=2[C:2]([C:41]#[C:46][Si:16]([CH3:18])([CH3:17])[CH3:15])=[CH:3]1, predict the reactants needed to synthesize it. The reactants are: I[C:2]1[C:10]2[C:9](=[O:11])[N:8]([CH2:12][O:13][CH2:14][CH2:15][Si:16]([CH3:19])([CH3:18])[CH3:17])[N:7]=[CH:6][C:5]=2[N:4]([CH2:20][O:21][CH2:22][CH2:23][Si:24]([CH3:27])([CH3:26])[CH3:25])[CH:3]=1.C1(P([C:41]2[CH:46]=CC=CC=2)C2C=CC=CC=2)C=CC=CC=1.C(N(CC)CC)C. (2) Given the product [F:21][C:20]([F:22])([F:23])[C:19]([NH:18][C@H:16]([CH3:17])[CH2:15][C:10]1[CH:9]=[C:8]([O:25][CH3:26])[C:7]([CH2:6][CH2:5][CH2:4][OH:3])=[CH:12][C:11]=1[O:13][CH3:14])=[O:24], predict the reactants needed to synthesize it. The reactants are: C([O:3][C:4](=O)[CH2:5][CH2:6][C:7]1[CH:12]=[C:11]([O:13][CH3:14])[C:10]([CH2:15][C@H:16]([NH:18][C:19](=[O:24])[C:20]([F:23])([F:22])[F:21])[CH3:17])=[CH:9][C:8]=1[O:25][CH3:26])C.[H-].[H-].[H-].[H-].[Li+].[Al+3]. (3) Given the product [CH3:32][N:26]1[C:23]2[C:24](=[O:25])[N:19]([CH2:18][CH2:17][CH2:16][NH:15][C:12]3[CH:13]=[CH:14][C:9]([O:8][C:5]([CH3:6])([CH3:7])[C:4]([OH:34])=[O:3])=[CH:10][CH:11]=3)[C:20]([CH3:33])=[N:21][C:22]=2[C:28]([CH2:29][CH2:30][CH3:31])=[N:27]1, predict the reactants needed to synthesize it. The reactants are: C([O:3][C:4](=[O:34])[C:5]([O:8][C:9]1[CH:14]=[CH:13][C:12]([NH:15][CH2:16][CH2:17][CH2:18][N:19]2[C:24](=[O:25])[C:23]3[N:26]([CH3:32])[N:27]=[C:28]([CH2:29][CH2:30][CH3:31])[C:22]=3[N:21]=[C:20]2[CH3:33])=[CH:11][CH:10]=1)([CH3:7])[CH3:6])C.C(=O)([O-])[O-].[Na+].[Na+]. (4) Given the product [Cl:1][C:2]1[C:10]([Cl:11])=[CH:9][CH:8]=[CH:7][C:3]=1[C:4]([NH:26][CH2:25][C:16]1([N:19]2[CH:23]=[C:22]([CH3:24])[N:21]=[CH:20]2)[CH2:17][CH2:18][C:13]([F:12])([F:27])[CH2:14][CH2:15]1)=[O:6], predict the reactants needed to synthesize it. The reactants are: [Cl:1][C:2]1[C:10]([Cl:11])=[CH:9][CH:8]=[CH:7][C:3]=1[C:4]([OH:6])=O.[F:12][C:13]1([F:27])[CH2:18][CH2:17][C:16]([CH2:25][NH2:26])([N:19]2[CH:23]=[C:22]([CH3:24])[N:21]=[CH:20]2)[CH2:15][CH2:14]1. (5) The reactants are: I[C:2]1[S:6][C:5]([C:7]([O:9][CH3:10])=[O:8])=[C:4]([N:11]([C:15]([C@H:17]2[CH2:22][CH2:21][C@H:20]([CH3:23])[CH2:19][CH2:18]2)=[O:16])[CH:12]([CH3:14])[CH3:13])[CH:3]=1.[Br:24][C:25]1[CH:30]=[CH:29][C:28](B(O)O)=[CH:27][CH:26]=1.C(=O)([O-])[O-].[Na+].[Na+]. Given the product [Br:24][C:25]1[CH:30]=[CH:29][C:28]([C:2]2[S:6][C:5]([C:7]([O:9][CH3:10])=[O:8])=[C:4]([N:11]([C:15]([CH:17]3[CH2:22][CH2:21][CH:20]([CH3:23])[CH2:19][CH2:18]3)=[O:16])[CH:12]([CH3:14])[CH3:13])[CH:3]=2)=[CH:27][CH:26]=1, predict the reactants needed to synthesize it.